From a dataset of Catalyst prediction with 721,799 reactions and 888 catalyst types from USPTO. Predict which catalyst facilitates the given reaction. (1) Reactant: C(OC([N:8]1[CH2:12][C@@H:11]([CH2:13][N:14]([CH:31]([CH3:33])[CH3:32])[C:15](=[O:30])[C:16]2[CH:21]=[CH:20][C:19]([O:22][CH3:23])=[C:18]([O:24][CH2:25][CH2:26][CH2:27][O:28][CH3:29])[CH:17]=2)[C@H:10]([NH2:34])[CH2:9]1)=O)(C)(C)C.[C:35]([C:38]1[CH:43]=[CH:42][CH:41]=[CH:40][CH:39]=1)(=O)[CH3:36].CC#N.O.CC#N. Product: [CH:31]([N:14]([CH2:13][C@@H:11]1[C@@H:10]([NH:34][CH:35]([C:38]2[CH:43]=[CH:42][CH:41]=[CH:40][CH:39]=2)[CH3:36])[CH2:9][NH:8][CH2:12]1)[C:15](=[O:30])[C:16]1[CH:21]=[CH:20][C:19]([O:22][CH3:23])=[C:18]([O:24][CH2:25][CH2:26][CH2:27][O:28][CH3:29])[CH:17]=1)([CH3:32])[CH3:33]. The catalyst class is: 6. (2) Reactant: Br[CH2:2][C:3]#[N:4].[CH3:5][C:6]1[NH:7][C:8]2[C:13]([C:14]=1[C:15]([O:17][CH2:18][C:19]1[CH:24]=[CH:23][CH:22]=[CH:21][CH:20]=1)=[O:16])=[CH:12][C:11]([OH:25])=[CH:10][CH:9]=2.C(=O)([O-])[O-].[K+].[K+].CCCCCC.C(OCC)(=O)C. Product: [CH2:18]([O:17][C:15]([C:14]1[C:13]2[C:8](=[CH:9][CH:10]=[C:11]([O:25][CH2:2][C:3]#[N:4])[CH:12]=2)[NH:7][C:6]=1[CH3:5])=[O:16])[C:19]1[CH:20]=[CH:21][CH:22]=[CH:23][CH:24]=1. The catalyst class is: 10.